Predict the product of the given reaction. From a dataset of Forward reaction prediction with 1.9M reactions from USPTO patents (1976-2016). (1) Given the reactants Cl[C:2]1[C:11]2[C:6](=[C:7]([C:13]([NH:15][C:16]3[C:21]([F:22])=[CH:20][CH:19]=[C:18]([NH:23][S:24]([CH2:27][CH2:28][CH3:29])(=[O:26])=[O:25])[C:17]=3[F:30])=[O:14])[CH:8]=[C:9]([CH3:12])[CH:10]=2)[N:5]=[CH:4][N:3]=1.C(N(CC)C(C)C)(C)C.[CH:40]1([NH2:45])[CH2:44][CH2:43][CH2:42][CH2:41]1, predict the reaction product. The product is: [CH:40]1([NH:45][C:2]2[C:11]3[C:6](=[C:7]([C:13]([NH:15][C:16]4[C:21]([F:22])=[CH:20][CH:19]=[C:18]([NH:23][S:24]([CH2:27][CH2:28][CH3:29])(=[O:26])=[O:25])[C:17]=4[F:30])=[O:14])[CH:8]=[C:9]([CH3:12])[CH:10]=3)[N:5]=[CH:4][N:3]=2)[CH2:44][CH2:43][CH2:42][CH2:41]1. (2) Given the reactants [CH3:1][Si:2]([C:5]#[CH:6])([CH3:4])[CH3:3].[CH2:7]([NH:9][C:10](=[O:20])[CH:11]([C:13]1[CH:18]=[CH:17][C:16](I)=[CH:15][CH:14]=1)[CH3:12])[CH3:8].CCOC(C)=O, predict the reaction product. The product is: [CH2:7]([NH:9][C:10](=[O:20])[CH:11]([C:13]1[CH:18]=[CH:17][C:16]([C:6]#[C:5][Si:2]([CH3:4])([CH3:3])[CH3:1])=[CH:15][CH:14]=1)[CH3:12])[CH3:8].